This data is from Peptide-MHC class I binding affinity with 185,985 pairs from IEDB/IMGT. The task is: Regression. Given a peptide amino acid sequence and an MHC pseudo amino acid sequence, predict their binding affinity value. This is MHC class I binding data. (1) The peptide sequence is FVFDRPLPV. The MHC is HLA-A02:06 with pseudo-sequence HLA-A02:06. The binding affinity (normalized) is 0.920. (2) The binding affinity (normalized) is 0.0847. The peptide sequence is DRLASTVIY. The MHC is HLA-A26:01 with pseudo-sequence HLA-A26:01. (3) The MHC is HLA-A29:02 with pseudo-sequence HLA-A29:02. The binding affinity (normalized) is 0.514. The peptide sequence is LFAGTHITM. (4) The peptide sequence is EFINKFLEF. The MHC is HLA-B08:01 with pseudo-sequence HLA-B08:01. The binding affinity (normalized) is 0.453. (5) The peptide sequence is GERYYFAYI. The MHC is HLA-B15:01 with pseudo-sequence HLA-B15:01. The binding affinity (normalized) is 0.398. (6) The peptide sequence is KRGVFVLGF. The binding affinity (normalized) is 0.122. The MHC is Mamu-B17 with pseudo-sequence Mamu-B17. (7) The binding affinity (normalized) is 0.845. The peptide sequence is LTAALLLLV. The MHC is HLA-A68:02 with pseudo-sequence HLA-A68:02. (8) The peptide sequence is ANFASQEVK. The MHC is HLA-A33:01 with pseudo-sequence HLA-A33:01. The binding affinity (normalized) is 0.145.